This data is from Forward reaction prediction with 1.9M reactions from USPTO patents (1976-2016). The task is: Predict the product of the given reaction. (1) Given the reactants [CH:1]1([CH:4]([C:6]2[C:14]3[C:9](=[N:10][CH:11]=[CH:12][CH:13]=3)[N:8]([S:15]([C:18]3[CH:23]=[CH:22][CH:21]=[CH:20][CH:19]=3)(=[O:17])=[O:16])[CH:7]=2)O)[CH2:3][CH2:2]1.C([SiH](CC)CC)C.C(O)(C(F)(F)F)=O, predict the reaction product. The product is: [CH:1]1([CH2:4][C:6]2[C:14]3[C:9](=[N:10][CH:11]=[CH:12][CH:13]=3)[N:8]([S:15]([C:18]3[CH:23]=[CH:22][CH:21]=[CH:20][CH:19]=3)(=[O:17])=[O:16])[CH:7]=2)[CH2:2][CH2:3]1. (2) Given the reactants [CH3:1][C:2]1([CH3:31])[C:10]2[C:5](=[CH:6][C:7]([N:11]3[C:15](=[O:16])[C:14]([CH3:18])([CH3:17])[N:13]([CH2:19][C:20]4[C:29]5[C:24](=[CH:25][CH:26]=[CH:27][CH:28]=5)[N:23]=[CH:22][CH:21]=4)[C:12]3=[O:30])=[CH:8][CH:9]=2)[NH:4][CH2:3]1.Cl[CH2:33][C:34](Cl)=[O:35].[CH3:37][NH:38][CH3:39], predict the reaction product. The product is: [CH3:37][N:38]([CH3:39])[CH2:33][C:34]([N:4]1[C:5]2[C:10](=[CH:9][CH:8]=[C:7]([N:11]3[C:15](=[O:16])[C:14]([CH3:17])([CH3:18])[N:13]([CH2:19][C:20]4[C:29]5[C:24](=[CH:25][CH:26]=[CH:27][CH:28]=5)[N:23]=[CH:22][CH:21]=4)[C:12]3=[O:30])[CH:6]=2)[C:2]([CH3:31])([CH3:1])[CH2:3]1)=[O:35]. (3) Given the reactants S(Cl)([Cl:3])=O.Cl.[CH3:6][NH:7][CH2:8][CH:9]1[CH2:14][CH2:13][CH2:12][CH2:11][C:10]1([C:16]1[CH:17]=[N:18][CH:19]=[CH:20][CH:21]=1)O.Cl[Si](C)(C)C.O, predict the reaction product. The product is: [ClH:3].[CH3:6][NH:7][CH2:8][C:9]1[CH2:14][CH2:13][CH2:12][CH2:11][C:10]=1[C:16]1[CH:17]=[N:18][CH:19]=[CH:20][CH:21]=1. (4) The product is: [Br:30][C:27]1[CH:28]=[CH:29][C:24]([C:11]2[CH:12]=[CH:13][C:8]([N:7]([C:1]3[CH:6]=[CH:5][CH:4]=[CH:3][CH:2]=3)[C:17]3[CH:22]=[CH:21][CH:20]=[CH:19][CH:18]=3)=[CH:9][CH:10]=2)=[CH:25][CH:26]=1. Given the reactants [C:1]1([N:7]([C:17]2[CH:22]=[CH:21][CH:20]=[CH:19][CH:18]=2)[C:8]2[CH:13]=[CH:12][C:11](B(O)O)=[CH:10][CH:9]=2)[CH:6]=[CH:5][CH:4]=[CH:3][CH:2]=1.I[C:24]1[CH:29]=[CH:28][C:27]([Br:30])=[CH:26][CH:25]=1.C([O-])([O-])=O.[Na+].[Na+], predict the reaction product. (5) Given the reactants CO[C:3](=[O:26])[CH2:4][CH:5]([C:16]1[C:21]([N+:22]([O-])=O)=[CH:20][CH:19]=[C:18](Br)[N:17]=1)S(C1C=CC(C)=CC=1)(=O)=O.[N:27]1[CH:32]=[CH:31][CH:30]=[C:29](B(O)O)[CH:28]=1, predict the reaction product. The product is: [N:27]1[CH:32]=[CH:31][CH:30]=[C:29]([C:18]2[N:17]=[C:16]3[C:21](=[CH:20][CH:19]=2)[NH:22][C:3](=[O:26])[CH2:4][CH2:5]3)[CH:28]=1.